From a dataset of Forward reaction prediction with 1.9M reactions from USPTO patents (1976-2016). Predict the product of the given reaction. (1) Given the reactants [F:1][C:2]([F:27])([F:26])[C:3]([N:5]1[CH2:11][CH2:10][C:9]2[CH:12]=[C:13]([O:23]C)[C:14]([CH2:16][C:17]3[CH:22]=[CH:21][CH:20]=[CH:19][CH:18]=3)=[CH:15][C:8]=2[CH:7]([CH3:25])[CH2:6]1)=[O:4].B(Br)(Br)Br, predict the reaction product. The product is: [F:27][C:2]([F:1])([F:26])[C:3]([N:5]1[CH2:11][CH2:10][C:9]2[CH:12]=[C:13]([OH:23])[C:14]([CH2:16][C:17]3[CH:22]=[CH:21][CH:20]=[CH:19][CH:18]=3)=[CH:15][C:8]=2[CH:7]([CH3:25])[CH2:6]1)=[O:4]. (2) Given the reactants [OH-].[Na+].[OH:3][C@@H:4]1[CH2:8][CH2:7][N:6]([C:9]2[C:18]([C:19]3[N:23]([CH:24]4[CH2:29][CH2:28][CH2:27][CH2:26][O:25]4)[N:22]=[CH:21][CH:20]=3)=[CH:17][C:12]([C:13]([O:15]C)=[O:14])=[CH:11][N:10]=2)[CH2:5]1, predict the reaction product. The product is: [OH:3][C@@H:4]1[CH2:8][CH2:7][N:6]([C:9]2[C:18]([C:19]3[N:23]([CH:24]4[CH2:29][CH2:28][CH2:27][CH2:26][O:25]4)[N:22]=[CH:21][CH:20]=3)=[CH:17][C:12]([C:13]([OH:15])=[O:14])=[CH:11][N:10]=2)[CH2:5]1. (3) Given the reactants [Si:1]([O:8][C@@H:9]1[CH2:14][CH2:13][C@H:12]([NH:15][C:16](=[O:25])[O:17][CH2:18][C:19]2[CH:24]=[CH:23][CH:22]=[CH:21][CH:20]=2)[C@H:11]([C:26](=[O:31])N(OC)C)[CH2:10]1)([C:4]([CH3:7])([CH3:6])[CH3:5])([CH3:3])[CH3:2].[Li][CH3:33], predict the reaction product. The product is: [C:26]([C@@H:11]1[CH2:10][C@H:9]([O:8][Si:1]([C:4]([CH3:7])([CH3:6])[CH3:5])([CH3:3])[CH3:2])[CH2:14][CH2:13][C@@H:12]1[NH:15][C:16](=[O:25])[O:17][CH2:18][C:19]1[CH:24]=[CH:23][CH:22]=[CH:21][CH:20]=1)(=[O:31])[CH3:33]. (4) The product is: [C:30]1([C:2]2[CH:7]=[C:6]([CH2:8][S:9]([N:12]3[CH2:17][C@H:16]([CH3:18])[NH:15][C@H:14]([CH3:19])[CH2:13]3)(=[O:11])=[O:10])[CH:5]=[CH:4][C:3]=2[NH2:20])[CH2:35][CH2:34][CH2:33][CH2:32][CH:31]=1. Given the reactants Br[C:2]1[CH:7]=[C:6]([CH2:8][S:9]([N:12]2[CH2:17][C@H:16]([CH3:18])[NH:15][C@H:14]([CH3:19])[CH2:13]2)(=[O:11])=[O:10])[CH:5]=[CH:4][C:3]=1[NH2:20].CCO.C([O-])([O-])=O.[Na+].[Na+].[C:30]1(B(O)O)[CH2:35][CH2:34][CH2:33][CH2:32][CH:31]=1, predict the reaction product.